Dataset: Full USPTO retrosynthesis dataset with 1.9M reactions from patents (1976-2016). Task: Predict the reactants needed to synthesize the given product. Given the product [Cl:1][C:2]1[CH:3]=[CH:4][C:5]2[N:6]([C:8]([C:11]3[CH:16]=[CH:15][C:14]([NH2:17])=[CH:13][C:12]=3[O:20][CH3:21])=[CH:9][N:10]=2)[N:7]=1, predict the reactants needed to synthesize it. The reactants are: [Cl:1][C:2]1[CH:3]=[CH:4][C:5]2[N:6]([C:8]([C:11]3[CH:16]=[CH:15][C:14]([N+:17]([O-])=O)=[CH:13][C:12]=3[O:20][CH3:21])=[CH:9][N:10]=2)[N:7]=1.O.O.Cl[Sn]Cl.C([O-])(O)=O.[Na+].